This data is from Forward reaction prediction with 1.9M reactions from USPTO patents (1976-2016). The task is: Predict the product of the given reaction. (1) Given the reactants Br[C:2]1[CH:19]=[N:18][C:5]2=[N:6][C:7]([C:10]([N:12]3[CH2:17][CH2:16][CH2:15][CH2:14][CH2:13]3)=[O:11])=[CH:8][N:9]=[C:4]2[CH:3]=1.[F:20][C:21]1[CH:26]=[CH:25][C:24]([C:27]#[CH:28])=[CH:23][CH:22]=1, predict the reaction product. The product is: [F:20][C:21]1[CH:26]=[CH:25][C:24]([C:27]#[C:28][C:2]2[CH:19]=[N:18][C:5]3=[N:6][C:7]([C:10]([N:12]4[CH2:17][CH2:16][CH2:15][CH2:14][CH2:13]4)=[O:11])=[CH:8][N:9]=[C:4]3[CH:3]=2)=[CH:23][CH:22]=1. (2) Given the reactants [CH3:1][C:2]1([CH3:30])[C:26](=[O:27])[CH2:25][CH2:24][C@@:23]2([CH3:28])[C:3]1=[CH:4][CH2:5][C:6]1[C@H:7]3[C@:19]([CH3:29])([CH2:20][CH2:21][C:22]=12)[C@@H:10]([C@H:11]([CH3:18])[CH2:12][CH2:13][CH2:14][CH:15]([CH3:17])[CH3:16])[CH2:9][CH2:8]3, predict the reaction product. The product is: [CH3:30][C:2]1([CH3:1])[C@@H:26]([OH:27])[CH2:25][CH2:24][C@@:23]2([CH3:28])[C:3]1=[CH:4][CH2:5][C:6]1[C@H:7]3[C@:19]([CH3:29])([CH2:20][CH2:21][C:22]=12)[C@@H:10]([C@H:11]([CH3:18])[CH2:12][CH2:13][CH2:14][CH:15]([CH3:17])[CH3:16])[CH2:9][CH2:8]3. (3) Given the reactants B1([O-])OO1.[OH2:5].O.O.O.[Na+].[CH3:10][N:11]([C:18]1[S:19][C:20]([C:23]2[CH:24]=[N:25][CH:26]=[CH:27][CH:28]=2)=[N:21][N:22]=1)[C:12](=[O:17])[CH2:13][CH2:14][S:15][CH3:16], predict the reaction product. The product is: [CH3:10][N:11]([C:18]1[S:19][C:20]([C:23]2[CH:24]=[N:25][CH:26]=[CH:27][CH:28]=2)=[N:21][N:22]=1)[C:12](=[O:17])[CH2:13][CH2:14][S:15]([CH3:16])=[O:5].